This data is from Forward reaction prediction with 1.9M reactions from USPTO patents (1976-2016). The task is: Predict the product of the given reaction. (1) Given the reactants O[CH2:2][C:3]1[N:7]([CH2:8][CH:9]([CH3:11])[CH3:10])[CH:6]=[N:5][CH:4]=1.S(Cl)([Cl:14])=O, predict the reaction product. The product is: [ClH:14].[Cl:14][CH2:2][C:3]1[N:7]([CH2:8][CH:9]([CH3:11])[CH3:10])[CH:6]=[N:5][CH:4]=1. (2) Given the reactants [NH2:1][C:2]1[C:10]([CH3:11])=[CH:9][C:8]([Cl:12])=[CH:7][C:3]=1[C:4]([OH:6])=[O:5].Cl[C:14](OC(Cl)(Cl)Cl)=[O:15], predict the reaction product. The product is: [Cl:12][C:8]1[CH:9]=[C:10]([CH3:11])[C:2]2[NH:1][C:14](=[O:15])[O:5][C:4](=[O:6])[C:3]=2[CH:7]=1. (3) Given the reactants [NH:1]1[C:9]2[C:4](=[CH:5][CH:6]=[CH:7][CH:8]=2)[C:3]2([CH2:13][O:12][C:11]3[CH:14]=[C:15]4[C:19](=[CH:20][C:10]2=3)[CH2:18][CH2:17][O:16]4)[C:2]1=[O:21].[H-].[Na+].I[CH3:25], predict the reaction product. The product is: [CH3:25][N:1]1[C:9]2[C:4](=[CH:5][CH:6]=[CH:7][CH:8]=2)[C:3]2([CH2:13][O:12][C:11]3[CH:14]=[C:15]4[C:19](=[CH:20][C:10]2=3)[CH2:18][CH2:17][O:16]4)[C:2]1=[O:21]. (4) Given the reactants [Br:1][C:2]1[CH:6]=[C:5]([CH3:7])[S:4][C:3]=1[CH:8]=O.[NH2:10]OS(O)(=O)=O, predict the reaction product. The product is: [Br:1][C:2]1[CH:6]=[C:5]([CH3:7])[S:4][C:3]=1[C:8]#[N:10]. (5) Given the reactants [CH3:1][O:2][C:3]1[CH:11]=[CH:10][C:6]([C:7](Cl)=[O:8])=[CH:5][CH:4]=1.[NH2:12][C:13]1[CH:14]=[C:15]2[C:20](=[CH:21][CH:22]=1)[N:19]([CH2:23][CH2:24][CH:25]([CH3:27])[CH3:26])[C:18](=[O:28])[C:17]([C:29]1[NH:30][S:31](=[O:40])(=[O:39])[C:32]3[CH:38]=[CH:37][CH:36]=[CH:35][C:33]=3[N:34]=1)=[C:16]2[OH:41].N1C=CC=CC=1.Cl, predict the reaction product. The product is: [O:40]=[S:31]1(=[O:39])[C:32]2[CH:38]=[CH:37][CH:36]=[CH:35][C:33]=2[NH:34][C:29]([C:17]2[C:18](=[O:28])[N:19]([CH2:23][CH2:24][CH:25]([CH3:26])[CH3:27])[C:20]3[C:15]([C:16]=2[OH:41])=[CH:14][C:13]([NH:12][C:7](=[O:8])[C:6]2[CH:10]=[CH:11][C:3]([O:2][CH3:1])=[CH:4][CH:5]=2)=[CH:22][CH:21]=3)=[N:30]1. (6) Given the reactants [Cl:1][C:2]1[C:11]([C@H:12](O)[CH3:13])=[CH:10][C:9]2[C:4](=[CH:5][C:6]([F:15])=[CH:7][CH:8]=2)[N:3]=1.[C:16]1(=[O:26])[NH:20][C:19](=[O:21])[C:18]2=[CH:22][CH:23]=[CH:24][CH:25]=[C:17]12.C1C=CC(P(C2C=CC=CC=2)C2C=CC=CC=2)=CC=1.CC(OC(/N=N/C(OC(C)C)=O)=O)C, predict the reaction product. The product is: [Cl:1][C:2]1[C:11]([C@@H:12]([N:20]2[C:16](=[O:26])[C:17]3[C:18](=[CH:22][CH:23]=[CH:24][CH:25]=3)[C:19]2=[O:21])[CH3:13])=[CH:10][C:9]2[C:4](=[CH:5][C:6]([F:15])=[CH:7][CH:8]=2)[N:3]=1.